This data is from Full USPTO retrosynthesis dataset with 1.9M reactions from patents (1976-2016). The task is: Predict the reactants needed to synthesize the given product. (1) Given the product [CH3:15][O:16][C:17]1[CH:18]=[C:19]([C:20]2[NH:1][N:2]=[C:3]([C:4]3[CH:5]=[N:6][CH:7]=[CH:8][C:9]=3[C:10]([F:11])([F:12])[F:13])[N:14]=2)[CH:22]=[CH:23][CH:24]=1, predict the reactants needed to synthesize it. The reactants are: [NH2:1][NH:2][C:3](=[NH:14])[C:4]1[C:9]([C:10]([F:13])([F:12])[F:11])=[CH:8][CH:7]=[N:6][CH:5]=1.[CH3:15][O:16][C:17]1[CH:18]=[C:19]([CH:22]=[CH:23][CH:24]=1)[CH:20]=O. (2) The reactants are: [ClH:1].Br[C:3]1[CH:25]=[CH:24][C:6]([CH2:7][O:8][C:9]2[CH:10]=[C:11]3[C:16](=[CH:17][CH:18]=2)[CH2:15][CH:14]([CH2:19][CH2:20][N:21]([CH3:23])[CH3:22])[CH2:13][CH2:12]3)=[CH:5][CH:4]=1.[C:26]1([CH3:32])[CH:31]=[CH:30][CH:29]=[CH:28][CH:27]=1.C([OH:35])C.C(=O)([O-])[O-].[Na+].[Na+]. Given the product [ClH:1].[CH3:22][N:21]([CH2:20][CH2:19][CH:14]1[CH2:13][CH2:12][C:11]2[C:16](=[CH:17][CH:18]=[C:9]([O:8][CH2:7][C:6]3[CH:24]=[CH:25][C:3]([C:28]4[CH:29]=[CH:30][CH:31]=[C:26]([CH:32]=[O:35])[CH:27]=4)=[CH:4][CH:5]=3)[CH:10]=2)[CH2:15]1)[CH3:23], predict the reactants needed to synthesize it. (3) Given the product [F:34][C:11]1[CH:12]=[C:13]([O:17][C@H:18]2[CH2:22][CH2:21][CH2:20][C@@H:19]2[C:23]2[NH:27][N:26]=[CH:25][CH:24]=2)[C:14]([CH3:16])=[CH:15][C:10]=1[S:7]([NH:6][C:35]1[CH:40]=[CH:39][N:38]=[CH:37][N:36]=1)(=[O:8])=[O:9], predict the reactants needed to synthesize it. The reactants are: COC1C=C(OC)C=CC=1C[N:6]([C:35]1[CH:40]=[CH:39][N:38]=[CH:37][N:36]=1)[S:7]([C:10]1[CH:15]=[C:14]([CH3:16])[C:13]([O:17][C@H:18]2[CH2:22][CH2:21][CH2:20][C@@H:19]2[C:23]2[N:27](C3CCCCO3)[N:26]=[CH:25][CH:24]=2)=[CH:12][C:11]=1[F:34])(=[O:9])=[O:8].C([SiH](CC)CC)C.FC(F)(F)C(O)=O. (4) Given the product [C:1]([O:4][C:5](=[O:7])[CH3:6])(=[O:3])[CH3:2].[C:5]([O-:8])(=[O:7])[CH3:6], predict the reactants needed to synthesize it. The reactants are: [C:1]([O-:4])(=[O:3])[CH3:2].[C:5]([OH:8])(=[O:7])[CH3:6]. (5) Given the product [O:17]=[C:9]1[N:8]([CH:5]2[CH2:4][CH2:3][N:2]([CH:19]3[CH2:24][CH2:23][N:22]([C:25]([O:27][C:28]([CH3:31])([CH3:30])[CH3:29])=[O:26])[CH2:21][CH2:20]3)[CH2:7][CH2:6]2)[C@H:12]2[CH2:13][CH2:14][CH2:15][CH2:16][C@H:11]2[NH:10]1, predict the reactants needed to synthesize it. The reactants are: Cl.[NH:2]1[CH2:7][CH2:6][CH:5]([N:8]2[C@H:12]3[CH2:13][CH2:14][CH2:15][CH2:16][C@H:11]3[NH:10][C:9]2=[O:17])[CH2:4][CH2:3]1.O=[C:19]1[CH2:24][CH2:23][N:22]([C:25]([O:27][C:28]([CH3:31])([CH3:30])[CH3:29])=[O:26])[CH2:21][CH2:20]1.C([BH3-])#N.[Na+].